This data is from Forward reaction prediction with 1.9M reactions from USPTO patents (1976-2016). The task is: Predict the product of the given reaction. (1) Given the reactants [C:1]([C:5]1[CH:6]=[C:7]([C:15]2[N:19]([C:20]3[CH:21]=[N:22][C:23]([S:26]([CH3:29])(=[O:28])=[O:27])=[CH:24][CH:25]=3)[N:18]=[C:17]([C:30]3[CH:39]=[CH:38][C:33]([C:34]([O:36]C)=[O:35])=[CH:32][CH:31]=3)[CH:16]=2)[CH:8]=[C:9]([C:11]([CH3:14])([CH3:13])[CH3:12])[CH:10]=1)([CH3:4])([CH3:3])[CH3:2].[Li+].[OH-].Cl, predict the reaction product. The product is: [C:1]([C:5]1[CH:6]=[C:7]([C:15]2[N:19]([C:20]3[CH:21]=[N:22][C:23]([S:26]([CH3:29])(=[O:28])=[O:27])=[CH:24][CH:25]=3)[N:18]=[C:17]([C:30]3[CH:39]=[CH:38][C:33]([C:34]([OH:36])=[O:35])=[CH:32][CH:31]=3)[CH:16]=2)[CH:8]=[C:9]([C:11]([CH3:14])([CH3:13])[CH3:12])[CH:10]=1)([CH3:2])([CH3:3])[CH3:4]. (2) Given the reactants CN1CCN([C:8]2[CH:13]=[CH:12][C:11]([C:14]3[CH:19]=[C:18]([C:20]4[NH:28][C:27]5[C:26]6([CH2:33][CH2:32][CH2:31][NH:30][CH2:29]6)[CH2:25][NH:24][C:23](=[O:34])[C:22]=5[CH:21]=4)[CH:17]=[CH:16][N:15]=3)=[CH:10][C:9]=2[NH:35][C:36](=[O:39])[CH:37]=[CH2:38])CC1.CC1(C)C(C)(C)OB(C2C=CC([C:59]([F:62])([F:61])[F:60])=C(NC(=O)C=C)C=2)O1, predict the reaction product. The product is: [O:34]=[C:23]1[C:22]2[CH:21]=[C:20]([C:18]3[CH:17]=[CH:16][N:15]=[C:14]([C:11]4[CH:12]=[CH:13][C:8]([C:59]([F:62])([F:61])[F:60])=[C:9]([NH:35][C:36](=[O:39])[CH:37]=[CH2:38])[CH:10]=4)[CH:19]=3)[NH:28][C:27]=2[C:26]2([CH2:33][CH2:32][CH2:31][NH:30][CH2:29]2)[CH2:25][NH:24]1. (3) The product is: [CH3:10][N:11]([CH3:15])[C:12](=[O:13])[O:1][NH:2][C:3]([O:4][C:5]([CH3:8])([CH3:7])[CH3:6])=[O:9]. Given the reactants [OH:1][NH:2][C:3](=[O:9])[O:4][C:5]([CH3:8])([CH3:7])[CH3:6].[CH3:10][N:11]([CH3:15])[C:12](Cl)=[O:13], predict the reaction product. (4) Given the reactants Br[C:2]1[C:3]([Cl:10])=[CH:4][C:5]([O:8][CH3:9])=[N:6][CH:7]=1.[CH3:11][N:12]1[CH:16]=[C:15](B2OC(C)(C)C(C)(C)O2)[CH:14]=[N:13]1, predict the reaction product. The product is: [Cl:10][C:3]1[C:2]([C:15]2[CH:14]=[N:13][N:12]([CH3:11])[CH:16]=2)=[CH:7][N:6]=[C:5]([O:8][CH3:9])[CH:4]=1.